This data is from Full USPTO retrosynthesis dataset with 1.9M reactions from patents (1976-2016). The task is: Predict the reactants needed to synthesize the given product. (1) Given the product [NH2:17][C:15]1[N:14]=[CH:13][N:12]=[C:11]2[N:10]([CH:18]3[CH2:23][CH2:22][N:21]([CH:24]4[CH2:29][CH2:28][N:27]([CH3:30])[CH2:26][CH2:25]4)[CH2:20][CH2:19]3)[N:9]=[C:8]([C:5]3[CH:6]=[CH:7][C:2]([NH:1][C:42](=[O:43])[C:39]4[CH:40]=[CH:41][C:36]([O:35][C:34]([F:33])([F:45])[F:46])=[CH:37][CH:38]=4)=[C:3]([O:31][CH3:32])[CH:4]=3)[C:16]=12, predict the reactants needed to synthesize it. The reactants are: [NH2:1][C:2]1[CH:7]=[CH:6][C:5]([C:8]2[C:16]3[C:11](=[N:12][CH:13]=[N:14][C:15]=3[NH2:17])[N:10]([CH:18]3[CH2:23][CH2:22][N:21]([CH:24]4[CH2:29][CH2:28][N:27]([CH3:30])[CH2:26][CH2:25]4)[CH2:20][CH2:19]3)[N:9]=2)=[CH:4][C:3]=1[O:31][CH3:32].[F:33][C:34]([F:46])([F:45])[O:35][C:36]1[CH:41]=[CH:40][C:39]([C:42](Cl)=[O:43])=[CH:38][CH:37]=1. (2) Given the product [CH3:17][N:3]1[C:11]2[C:6](=[CH:7][C:8]([C:12]([O:14][CH3:15])=[O:13])=[CH:9][CH:10]=2)[CH:5]=[N:4]1, predict the reactants needed to synthesize it. The reactants are: [H-].[Na+].[NH:3]1[C:11]2[C:6](=[CH:7][C:8]([C:12]([O:14][CH3:15])=[O:13])=[CH:9][CH:10]=2)[CH:5]=[N:4]1.I[CH3:17]. (3) Given the product [CH2:22]([NH:24][CH2:2][C:3]1[C:7]2([CH2:12][CH2:11][CH2:10][CH2:9][CH2:8]2)[NH:6][C:5](=[O:13])[C:4]=1[C:14]1[CH:19]=[CH:18][C:17]([O:20][CH3:21])=[CH:16][CH:15]=1)[CH3:23], predict the reactants needed to synthesize it. The reactants are: Br[CH2:2][C:3]1[C:7]2([CH2:12][CH2:11][CH2:10][CH2:9][CH2:8]2)[NH:6][C:5](=[O:13])[C:4]=1[C:14]1[CH:19]=[CH:18][C:17]([O:20][CH3:21])=[CH:16][CH:15]=1.[CH2:22]([NH2:24])[CH3:23]. (4) The reactants are: Cl.Cl.[Cl:3][C:4]1[C:9]([O:10][CH3:11])=[CH:8][C:7]([N:12]2[CH2:17][CH2:16][NH:15][C@@H:14]([CH3:18])[CH2:13]2)=[C:6]([F:19])[CH:5]=1.[NH:20]1[CH:24]=[CH:23][N:22]=[C:21]1[C:25]1[C:33]2[C:28](=[N:29][CH:30]=[CH:31][CH:32]=2)[N:27]([CH2:34][C:35](O)=[O:36])[N:26]=1. Given the product [Cl:3][C:4]1[C:9]([O:10][CH3:11])=[CH:8][C:7]([N:12]2[CH2:17][CH2:16][N:15]([C:35](=[O:36])[CH2:34][N:27]3[C:28]4=[N:29][CH:30]=[CH:31][CH:32]=[C:33]4[C:25]([C:21]4[NH:20][CH:24]=[CH:23][N:22]=4)=[N:26]3)[C@@H:14]([CH3:18])[CH2:13]2)=[C:6]([F:19])[CH:5]=1, predict the reactants needed to synthesize it. (5) Given the product [CH:35]1([O:34][CH:32]2[CH:31]([NH:43][C:44]([CH:46]3[CH2:50][CH2:49][CH2:48][N:47]3[C:51](=[O:65])[CH:52]([NH:54][C:55](=[O:64])[C:56]3[CH:61]=[CH:60][C:59]([NH2:62])=[C:58]([Cl:63])[CH:57]=3)[CH3:53])=[O:45])[CH2:30][C:29](=[O:28])[O:33]2)[CH2:36][CH2:37][CH2:38][CH2:39]1, predict the reactants needed to synthesize it. The reactants are: C(OC(C1CCCN1C(=O)C(NC(=O)C1C=CC(N)=C(Cl)C=1)C)=O)(C)(C)C.[O:28]=[C:29]1[O:33][CH:32]([O:34][CH2:35][CH2:36][C:37]2C=CC=[CH:39][CH:38]=2)[CH:31]([NH:43][C:44]([CH:46]2[CH2:50][CH2:49][CH2:48][N:47]2[C:51](=[O:65])[CH:52]([NH:54][C:55](=[O:64])[C:56]2[CH:61]=[CH:60][C:59]([NH2:62])=[C:58]([Cl:63])[CH:57]=2)[CH3:53])=[O:45])[CH2:30]1. (6) Given the product [Cl:53][C:45]1[CH:46]=[CH:47][C:48]([C:49](=[O:50])[CH2:13][N:10]2[CH2:9][CH2:8][CH:7]([N:6]3[C:5]4[CH:20]=[CH:21][C:22]([C:24]5[NH:25][N:26]=[N:27][N:28]=5)=[CH:23][C:4]=4[NH:3][C:2]3=[O:1])[CH2:12][CH2:11]2)=[CH:43][CH:44]=1, predict the reactants needed to synthesize it. The reactants are: [O:1]=[C:2]1[N:6]([CH:7]2[CH2:12][CH2:11][N:10]([C:13](OC(C)(C)C)=O)[CH2:9][CH2:8]2)[C:5]2[CH:20]=[CH:21][C:22]([C:24]3[NH:28][N:27]=[N:26][N:25]=3)=[CH:23][C:4]=2[NH:3]1.FC(F)(F)C(O)=O.C(N(CC)CC)C.[CH:43]1[C:48]([C:49](CBr)=[O:50])=[CH:47][CH:46]=[C:45]([Cl:53])[CH:44]=1. (7) Given the product [CH2:4]([C:3]([C:24]1[CH:37]=[CH:36][C:27]([O:28][CH2:29][C@@H:30]([OH:34])[CH2:31][CH2:32][C:33]([OH:35])=[O:40])=[C:26]([CH3:38])[CH:25]=1)([C:6]1[CH:11]=[CH:10][C:9](/[CH:12]=[CH:13]/[C:14]([CH2:21][CH3:22])([OH:20])[C:15]#[C:16][CH2:17][CH2:18][CH3:19])=[C:8]([CH3:23])[CH:7]=1)[CH2:1][CH3:2])[CH3:5], predict the reactants needed to synthesize it. The reactants are: [CH2:1]([C:3]([C:24]1[CH:37]=[CH:36][C:27]([O:28][CH2:29][C@H:30]2[O:34][C:33](=[O:35])[CH2:32][CH2:31]2)=[C:26]([CH3:38])[CH:25]=1)([C:6]1[CH:11]=[CH:10][C:9](/[CH:12]=[CH:13]/[C:14]([CH2:21][CH3:22])([OH:20])[C:15]#[C:16][CH2:17][CH2:18][CH3:19])=[C:8]([CH3:23])[CH:7]=1)[CH2:4][CH3:5])[CH3:2].C[OH:40].